This data is from Full USPTO retrosynthesis dataset with 1.9M reactions from patents (1976-2016). The task is: Predict the reactants needed to synthesize the given product. (1) Given the product [F:1][C:2]1[CH:10]=[C:9]([F:11])[C:8]([I:12])=[CH:7][C:3]=1[C:4]([OH:6])=[O:5], predict the reactants needed to synthesize it. The reactants are: [F:1][C:2]1[CH:10]=[C:9]([F:11])[CH:8]=[CH:7][C:3]=1[C:4]([OH:6])=[O:5].[I:12]N1C(=O)CCC1=O.C(=O)([O-])[O-].[Na+].[Na+]. (2) The reactants are: Cl.[NH:2]=[C:3]1[CH2:8][CH2:7][CH2:6][CH2:5][NH:4]1.[CH2:9]([O:16][CH:17]([C:22](=O)[C:23]([O:25][CH3:26])=[O:24])[C:18](OC)=[O:19])[C:10]1[CH:15]=[CH:14][CH:13]=[CH:12][CH:11]=1.C1CCN2C(=NCCC2)CC1.CCOC(C)=O. Given the product [CH2:9]([O:16][C:17]1[C:18](=[O:19])[N:4]2[CH2:5][CH2:6][CH2:7][CH2:8][C:3]2=[N:2][C:22]=1[C:23]([O:25][CH3:26])=[O:24])[C:10]1[CH:15]=[CH:14][CH:13]=[CH:12][CH:11]=1, predict the reactants needed to synthesize it.